This data is from Full USPTO retrosynthesis dataset with 1.9M reactions from patents (1976-2016). The task is: Predict the reactants needed to synthesize the given product. (1) Given the product [Cl:3][C:4]1[CH:10]=[C:9]([Cl:11])[CH:8]=[CH:7][C:5]=1[NH:6][C:13]1[C:18]([C:19]#[N:20])=[CH:17][N:16]=[C:15]2[C:21]3[CH:27]=[C:26]([N+:28]([O-:30])=[O:29])[CH:25]=[CH:24][C:22]=3[S:23][C:14]=12, predict the reactants needed to synthesize it. The reactants are: [H-].[Na+].[Cl:3][C:4]1[CH:10]=[C:9]([Cl:11])[CH:8]=[CH:7][C:5]=1[NH2:6].Cl[C:13]1[C:18]([C:19]#[N:20])=[CH:17][N:16]=[C:15]2[C:21]3[CH:27]=[C:26]([N+:28]([O-:30])=[O:29])[CH:25]=[CH:24][C:22]=3[S:23][C:14]=12. (2) Given the product [NH2:1][C:2]1[CH:3]=[CH:4][C:5](=[O:8])[N:6]([CH3:11])[N:7]=1, predict the reactants needed to synthesize it. The reactants are: [NH2:1][C:2]1[N:7]=[N:6][C:5]([OH:8])=[CH:4][CH:3]=1.[OH-].[Na+].[CH3:11]I. (3) Given the product [OH:1][C:2]1[CH:7]=[C:6]([OH:8])[CH:5]=[CH:4][C:3]=1[CH:9]1[CH2:13][CH2:12][C:11](=[N:16][OH:17])[CH2:10]1, predict the reactants needed to synthesize it. The reactants are: [OH:1][C:2]1[CH:7]=[C:6]([OH:8])[CH:5]=[CH:4][C:3]=1[CH:9]1[CH2:13][CH2:12][C:11](=O)[CH2:10]1.Cl.[NH2:16][OH:17].C(N(CC)CC)C. (4) Given the product [OH:14][C:13]1[CH:12]=[C:11]([C:10]([O:9][CH2:7][CH3:8])=[O:19])[C:4]2[CH:3]=[N:2][NH:1][C:5]=2[N:6]=1, predict the reactants needed to synthesize it. The reactants are: [NH:1]1[C:5]([NH2:6])=[CH:4][CH:3]=[N:2]1.[CH2:7]([O:9][C:10](=[O:19])/[C:11](/[O-])=[CH:12]\[C:13](OCC)=[O:14])[CH3:8].[Na+]. (5) Given the product [CH:1]1([NH:7][S:8]([Cl:13])(=[O:11])=[O:9])[CH2:6][CH2:5][CH2:4][CH2:3][CH2:2]1, predict the reactants needed to synthesize it. The reactants are: [CH:1]1([NH:7][S:8](=[O:11])(=O)[OH:9])[CH2:6][CH2:5][CH2:4][CH2:3][CH2:2]1.P(Cl)(Cl)(Cl)(Cl)[Cl:13]. (6) Given the product [CH3:25][S:26]([O:17][CH2:16][CH2:15][N:13]1[C:14]2[CH:1]=[CH:2][CH:3]=[CH:4][C:5]=2[O:6][C:7]2[C:12]1=[CH:11][CH:10]=[CH:9][CH:8]=2)(=[O:28])=[O:27], predict the reactants needed to synthesize it. The reactants are: [CH:1]1[C:14]2[N:13]([CH2:15][CH2:16][OH:17])[C:12]3[C:7](=[CH:8][CH:9]=[CH:10][CH:11]=3)[O:6][C:5]=2[CH:4]=[CH:3][CH:2]=1.C(N(CC)CC)C.[CH3:25][S:26](Cl)(=[O:28])=[O:27].O. (7) Given the product [CH3:57][N:58]([CH3:63])[CH:59]1[CH2:62][N:61]([C:19]([C:18]2[CH:22]=[CH:23][C:15]([N:12]3[C:13]([OH:14])=[C:9]([C:6]4[CH:7]=[CH:8][C:3]([C:1]#[N:2])=[CH:4][C:5]=4[CH3:24])[CH:10]=[N:11]3)=[N:16][CH:17]=2)=[O:21])[CH2:60]1, predict the reactants needed to synthesize it. The reactants are: [C:1]([C:3]1[CH:8]=[CH:7][C:6]([C:9]2[CH:10]=[N:11][N:12]([C:15]3[CH:23]=[CH:22][C:18]([C:19]([OH:21])=O)=[CH:17][N:16]=3)[C:13]=2[OH:14])=[C:5]([CH3:24])[CH:4]=1)#[N:2].Cl.C(N=C=NCCCN(C)C)C.C1C=CC2N(O)N=NC=2C=1.C(N(CC)C(C)C)(C)C.Cl.[CH3:57][N:58]([CH3:63])[CH:59]1[CH2:62][NH:61][CH2:60]1.C(O)(=O)CC(CC(O)=O)(C(O)=O)O.